Dataset: Full USPTO retrosynthesis dataset with 1.9M reactions from patents (1976-2016). Task: Predict the reactants needed to synthesize the given product. (1) Given the product [C:1]([N:8]1[CH2:9][CH2:10][N:11]([S:32]([C:27]2[CH:26]=[CH:25][C:24]3[C:29](=[CH:30][CH:31]=[C:22]([Cl:21])[CH:23]=3)[CH:28]=2)(=[O:33])=[O:34])[CH2:12][CH2:13]1)([O:3][C:4]([CH3:7])([CH3:6])[CH3:5])=[O:2], predict the reactants needed to synthesize it. The reactants are: [C:1]([N:8]1[CH2:13][CH2:12][NH:11][CH2:10][CH2:9]1)([O:3][C:4]([CH3:7])([CH3:6])[CH3:5])=[O:2].C(N(CC)CC)C.[Cl:21][C:22]1[CH:23]=[C:24]2[C:29](=[CH:30][CH:31]=1)[CH:28]=[C:27]([S:32](Cl)(=[O:34])=[O:33])[CH:26]=[CH:25]2. (2) Given the product [CH3:1][O:2][C:3]1[CH:4]=[C:5]2[C:10](=[CH:11][CH:12]=1)[CH:9]=[C:8]([CH:13]([CH3:17])[C:14]([N:26]1[CH:27]([C:29]([OH:31])=[O:30])[CH2:28][S:24][CH2:25]1)=[O:16])[CH:7]=[CH:6]2, predict the reactants needed to synthesize it. The reactants are: [CH3:1][O:2][C:3]1[CH:4]=[C:5]2[C:10](=[CH:11][CH:12]=1)[CH:9]=[C:8]([CH:13]([CH3:17])[C:14]([OH:16])=O)[CH:7]=[CH:6]2.C(Cl)(=O)C(Cl)=O.[S:24]1[CH2:28][CH:27]([C:29]([OH:31])=[O:30])[NH:26][CH2:25]1.C(N(CC)CC)C.Cl. (3) Given the product [Br:17][C:18]1[CH:19]=[N:14][C:11]2[C:12]([CH:21]=1)=[CH:13][C:8]([O:7][CH2:6][CH2:5][OH:4])=[C:9]([O:15][CH3:16])[CH:10]=2, predict the reactants needed to synthesize it. The reactants are: C([O:4][CH2:5][CH2:6][O:7][C:8]1[CH:13]=[CH:12][C:11]([NH2:14])=[CH:10][C:9]=1[O:15][CH3:16])(=O)C.[Br:17][CH:18]([CH:21]=O)[CH:19]=O.Br.C([O-])(O)=O.[Na+]. (4) The reactants are: [CH3:1][O:2][C:3]1[CH:8]=[CH:7][C:6]([N:9]2[CH:13]=[CH:12][C:11]([NH:14][CH2:15][C:16](OC)=[O:17])=[N:10]2)=[CH:5][CH:4]=1.C(N(CC)CC)C.ClC(OCC)=O.[BH4-].[Na+]. Given the product [CH3:1][O:2][C:3]1[CH:4]=[CH:5][C:6]([N:9]2[CH:13]=[CH:12][C:11]([NH:14][CH2:15][CH2:16][OH:17])=[N:10]2)=[CH:7][CH:8]=1, predict the reactants needed to synthesize it. (5) The reactants are: [F:1][C:2]1([C:18]2[CH:23]=[CH:22][C:21]([CH:24]=[O:25])=[C:20]([O:26]COC)[CH:19]=2)[CH2:7][CH2:6][N:5]([C:8]([O:10][CH2:11][C:12]2[CH:17]=[CH:16][CH:15]=[CH:14][CH:13]=2)=[O:9])[CH2:4][CH2:3]1.Cl. Given the product [F:1][C:2]1([C:18]2[CH:23]=[CH:22][C:21]([CH:24]=[O:25])=[C:20]([OH:26])[CH:19]=2)[CH2:7][CH2:6][N:5]([C:8]([O:10][CH2:11][C:12]2[CH:13]=[CH:14][CH:15]=[CH:16][CH:17]=2)=[O:9])[CH2:4][CH2:3]1, predict the reactants needed to synthesize it. (6) Given the product [C:5]([O:9][C:10]([N:12]1[CH2:13][CH:14]([N:24]2[C:33]3[CH:32]=[CH:31][CH:30]=[C:29]([Cl:34])[C:28]=3[C:27]3=[N:35][O:36][C:37]([CH3:38])=[C:26]3[C:25]2=[O:39])[CH2:15][CH:16]([CH2:18][N:1]=[N+:2]=[N-:3])[CH2:17]1)=[O:11])([CH3:8])([CH3:7])[CH3:6], predict the reactants needed to synthesize it. The reactants are: [N-:1]=[N+:2]=[N-:3].[Na+].[C:5]([O:9][C:10]([N:12]1[CH2:17][CH:16]([CH2:18]OS(C)(=O)=O)[CH2:15][CH:14]([N:24]2[C:33]3[CH:32]=[CH:31][CH:30]=[C:29]([Cl:34])[C:28]=3[C:27]3=[N:35][O:36][C:37]([CH3:38])=[C:26]3[C:25]2=[O:39])[CH2:13]1)=[O:11])([CH3:8])([CH3:7])[CH3:6].